Predict the reaction yield, written as a fraction of the theoretical maximum amount of product (1.0 means a 100% yield; for example, 0.34 means a 34% yield). From a dataset of Reaction yield outcomes from USPTO patents with 853,638 reactions. (1) The reactants are [CH2:1]([N:8]=[C:9]=[O:10])[CH2:2][CH2:3][CH2:4][CH2:5][CH2:6][CH3:7].[CH3:11][C:12]1[CH:17]=[CH:16][C:15]([NH:18][CH3:19])=[CH:14][C:13]=1[C:20]1[CH:25]=[CH:24][C:23](/[CH:26]=[CH:27]/[C:28]([O:30][CH2:31][CH3:32])=[O:29])=[CH:22][CH:21]=1. The catalyst is ClCCl.C(N(CC)CC)C. The product is [CH2:1]([NH:8][C:9](=[O:10])[N:18]([C:15]1[CH:16]=[CH:17][C:12]([CH3:11])=[C:13]([C:20]2[CH:25]=[CH:24][C:23](/[CH:26]=[CH:27]/[C:28]([O:30][CH2:31][CH3:32])=[O:29])=[CH:22][CH:21]=2)[CH:14]=1)[CH3:19])[CH2:2][CH2:3][CH2:4][CH2:5][CH2:6][CH3:7]. The yield is 0.770. (2) The reactants are [CH:1]1([C:4]([NH2:6])=[O:5])[CH2:3][CH2:2]1.[Br:7][CH2:8][C:9](Br)=[O:10]. The product is [Br:7][CH2:8][C:9]([NH:6][C:4]([CH:1]1[CH2:3][CH2:2]1)=[O:5])=[O:10]. The yield is 0.970. The catalyst is O1CCOCC1. (3) The reactants are [F:1][C:2]([F:33])([F:32])[C:3]1[CH:4]=[C:5]([CH:29]=[CH:30][CH:31]=1)[C:6]([NH:8][C:9]1[CH:10]=[C:11]([C:15]2[N:20]3[N:21]=[CH:22][C:23]([C:24]([O:26][CH2:27][CH3:28])=[O:25])=[C:19]3[NH:18][CH2:17][CH:16]=2)[CH:12]=[CH:13][CH:14]=1)=[O:7].[H-].[Na+].[C:36](OC(=O)C)(=[O:38])[CH3:37]. The catalyst is CN(C=O)C. The product is [C:36]([N:18]1[CH2:17][CH:16]=[C:15]([C:11]2[CH:12]=[CH:13][CH:14]=[C:9]([NH:8][C:6](=[O:7])[C:5]3[CH:29]=[CH:30][CH:31]=[C:3]([C:2]([F:32])([F:1])[F:33])[CH:4]=3)[CH:10]=2)[N:20]2[N:21]=[CH:22][C:23]([C:24]([O:26][CH2:27][CH3:28])=[O:25])=[C:19]12)(=[O:38])[CH3:37]. The yield is 0.380. (4) The reactants are [C:1]([C:4]1[C:12]2[S:11][CH2:10][CH:9]([C:13]3[CH:18]=[CH:17][C:16]([CH:19]([CH3:21])[CH3:20])=[CH:15][CH:14]=3)[C:8]=2[C:7]([CH3:22])=[C:6]([NH:23][C:24](=[O:30])[CH2:25][C:26]([CH3:29])([CH3:28])[CH3:27])[C:5]=1[CH3:31])(=[O:3])[CH3:2].C(=O)([O-])[OH:33].[Na+].ClC1C=CC=C(C(OO)=O)C=1.S([O-])(O)(=O)=O.[Na+]. The catalyst is ClCCl. The product is [C:1]([C:4]1[C:12]2[S:11](=[O:33])[CH2:10][CH:9]([C:13]3[CH:18]=[CH:17][C:16]([CH:19]([CH3:20])[CH3:21])=[CH:15][CH:14]=3)[C:8]=2[C:7]([CH3:22])=[C:6]([NH:23][C:24](=[O:30])[CH2:25][C:26]([CH3:29])([CH3:28])[CH3:27])[C:5]=1[CH3:31])(=[O:3])[CH3:2]. The yield is 0.120.